From a dataset of Forward reaction prediction with 1.9M reactions from USPTO patents (1976-2016). Predict the product of the given reaction. (1) Given the reactants [CH2:1]([N:8]1[C@@H:13]2[C@H:14]([C:16]#[N:17])[CH2:15][C@@:9]1([C:36]1[CH:41]=[CH:40][CH:39]=[CH:38][CH:37]=1)[C@H:10]([O:18][C@H:19]([C:22]1[CH:27]=[C:26]([C:28]([F:31])([F:30])[F:29])[CH:25]=[C:24]([C:32]([F:35])([F:34])[F:33])[CH:23]=1)[CH2:20][OH:21])[CH2:11][CH2:12]2)[C:2]1[CH:7]=[CH:6][CH:5]=[CH:4][CH:3]=1.[CH2:42](Br)[C:43]1[CH:48]=[CH:47][CH:46]=[CH:45][CH:44]=1.C1OCCOCCOCCOCCOCCOC1.[H-].[Na+], predict the reaction product. The product is: [CH2:1]([N:8]1[C@@H:13]2[C@H:14]([C:16]#[N:17])[CH2:15][C@@:9]1([C:36]1[CH:41]=[CH:40][CH:39]=[CH:38][CH:37]=1)[C@H:10]([O:18][C@H:19]([C:22]1[CH:27]=[C:26]([C:28]([F:30])([F:31])[F:29])[CH:25]=[C:24]([C:32]([F:33])([F:34])[F:35])[CH:23]=1)[CH2:20][O:21][CH2:42][C:43]1[CH:48]=[CH:47][CH:46]=[CH:45][CH:44]=1)[CH2:11][CH2:12]2)[C:2]1[CH:7]=[CH:6][CH:5]=[CH:4][CH:3]=1. (2) The product is: [CH:3]1([CH:11]([CH:7]2[CH2:10][CH2:9][CH2:8]2)[OH:12])[CH2:6][CH2:5][CH2:4]1. Given the reactants [Mg].Br[CH:3]1[CH2:6][CH2:5][CH2:4]1.[CH:7]1([CH:11]=[O:12])[CH2:10][CH2:9][CH2:8]1, predict the reaction product. (3) Given the reactants C([N:4](CC)C(C)C)(C)C.F[P-](F)(F)(F)(F)F.N1(OC(N(C)C)=[N+](C)C)C2N=CC=CC=2N=N1.[CH3:34][C:35]([O:38][C:39]([C:41]1[CH:49]=[CH:48][C:44]([C:45](O)=[O:46])=[C:43]([N+:50]([O-:52])=[O:51])[CH:42]=1)=[O:40])([CH3:37])[CH3:36], predict the reaction product. The product is: [NH2:4][C:45]([C:44]1[CH:48]=[CH:49][C:41]([C:39]([O:38][C:35]([CH3:37])([CH3:36])[CH3:34])=[O:40])=[CH:42][C:43]=1[N+:50]([O-:52])=[O:51])=[O:46]. (4) The product is: [OH:46][CH2:45][C:44]([NH:43][C:5]([C:7]1[N:16]2[C:10]([CH2:11][N:12]([C:21]([C:23]3[CH:28]=[CH:27][C:26]([C:29]4[CH:34]=[CH:33][CH:32]=[CH:31][C:30]=4[C:35]([F:38])([F:36])[F:37])=[C:25]([CH3:39])[CH:24]=3)=[O:22])[C:13]3[CH:20]=[CH:19][CH:18]=[CH:17][C:14]=3[CH2:15]2)=[CH:9][CH:8]=1)=[O:6])([CH2:49][OH:50])[CH2:47][OH:48]. Given the reactants OCCN(CCO)[C:5]([C:7]1[N:16]2[C:10]([CH2:11][N:12]([C:21]([C:23]3[CH:28]=[CH:27][C:26]([C:29]4[CH:34]=[CH:33][CH:32]=[CH:31][C:30]=4[C:35]([F:38])([F:37])[F:36])=[C:25]([CH3:39])[CH:24]=3)=[O:22])[C:13]3[CH:20]=[CH:19][CH:18]=[CH:17][C:14]=3[CH2:15]2)=[CH:9][CH:8]=1)=[O:6].[NH2:43][C:44]([CH2:49][OH:50])([CH2:47][OH:48])[CH2:45][OH:46].ON1C2C=CC=CC=2N=N1.Cl.CN(C)CCCN=C=NCC.C(N(CC)C(C)C)(C)C, predict the reaction product. (5) Given the reactants [CH3:1][O:2][C:3]([CH3:14])([CH2:12][CH3:13])[CH2:4][CH2:5][CH2:6]C(C)(O)C#C.[C:15]1(C)C=CC(S(O)(=O)=O)=C[CH:16]=1.[C:26]([O:29][C:30](=O)[CH3:31])(=O)[CH3:27].[OH2:33], predict the reaction product. The product is: [C:26]([O:29][C:30]([CH3:31])([CH2:6][CH2:5][CH2:4][C:3]([O:2][CH3:1])([CH3:14])[CH2:12][CH3:13])[C:15]#[CH:16])(=[O:33])[CH3:27]. (6) Given the reactants [H-].[H-].[H-].[H-].[Li+].[Al+3].[F:7][C:8]([F:24])([F:23])[C:9]1[CH:14]=[CH:13][N:12]2[N:15]=[CH:16][C:17]([C:18](OCC)=[O:19])=[C:11]2[CH:10]=1, predict the reaction product. The product is: [F:24][C:8]([F:7])([F:23])[C:9]1[CH:14]=[CH:13][N:12]2[N:15]=[CH:16][C:17]([CH2:18][OH:19])=[C:11]2[CH:10]=1. (7) The product is: [C:24]1([N:30]2[C:38]3[CH:37]=[CH:36][CH:35]=[C:34]([NH:39][CH2:16][C:17]4([C:20]([F:21])([F:22])[F:23])[CH2:19][O:18]4)[C:33]=3[CH:32]=[N:31]2)[CH:25]=[CH:26][CH:27]=[CH:28][CH:29]=1. Given the reactants [Bi](Cl)(Cl)Cl.CC1C=CC(S(O[CH2:16][C:17]2([C:20]([F:23])([F:22])[F:21])[CH2:19][O:18]2)(=O)=O)=CC=1.[C:24]1([N:30]2[C:38]3[CH:37]=[CH:36][CH:35]=[C:34]([NH2:39])[C:33]=3[CH:32]=[N:31]2)[CH:29]=[CH:28][CH:27]=[CH:26][CH:25]=1.S([O-])([O-])(=O)=O.[Na+].[Na+].C(=O)([O-])[O-].C(N(CC)C(C)C)(C)C, predict the reaction product.